From a dataset of Full USPTO retrosynthesis dataset with 1.9M reactions from patents (1976-2016). Predict the reactants needed to synthesize the given product. (1) Given the product [CH2:6]([O:8][C:9]([C:11]1[N:16]=[C:15]2[C:17]([CH:39]=[O:40])=[C:18]([CH3:20])[NH:19][C:14]2=[C:13]([NH:21][CH2:22][C:23]2[C:28]([CH3:29])=[CH:27][CH:26]=[CH:25][C:24]=2[CH3:30])[CH:12]=1)=[O:10])[CH3:7], predict the reactants needed to synthesize it. The reactants are: P(Cl)(Cl)(Cl)=O.[CH2:6]([O:8][C:9]([C:11]1[N:16]=[C:15]2[CH:17]=[C:18]([CH3:20])[NH:19][C:14]2=[C:13]([NH:21][CH2:22][C:23]2[C:28]([CH3:29])=[CH:27][CH:26]=[CH:25][C:24]=2[CH3:30])[CH:12]=1)=[O:10])[CH3:7].ClCCl.[OH-].[Na+].CN([CH:39]=[O:40])C. (2) Given the product [CH3:8][C:5]1[CH:6]=[CH:7][C:2]([S:21][CH2:18][CH2:19][CH3:20])=[C:3]([N+:9]([O-:11])=[O:10])[CH:4]=1, predict the reactants needed to synthesize it. The reactants are: Cl[C:2]1[CH:7]=[CH:6][C:5]([CH3:8])=[CH:4][C:3]=1[N+:9]([O-:11])=[O:10].C([O-])([O-])=O.[K+].[K+].[CH2:18]([SH:21])[CH2:19][CH3:20]. (3) Given the product [NH2:60][CH2:59][CH2:58][CH2:57][CH2:56][CH2:55][CH2:54][CH2:53][CH2:52][CH2:51][CH2:50][C:49]([NH:48][C@@H:40]([C@H:39]([CH:10]1[C@@H:9]([O:8][Si:1]([C:4]([CH3:5])([CH3:6])[CH3:7])([CH3:3])[CH3:2])[C@@H:13]([O:14][Si:15]([C:18]([CH3:21])([CH3:20])[CH3:19])([CH3:17])[CH3:16])[C@H:12]([N:22]2[CH:27]=[CH:26][C:25](=[O:28])[N:24]([CH2:29][C:30]3[CH:31]=[CH:32][C:33]([O:36][CH3:37])=[CH:34][CH:35]=3)[C:23]2=[O:38])[O:11]1)[OH:79])[C:41]([O:43][C:44]([CH3:45])([CH3:46])[CH3:47])=[O:42])=[O:78], predict the reactants needed to synthesize it. The reactants are: [Si:1]([O:8][C@H:9]1[C@@H:13]([O:14][Si:15]([C:18]([CH3:21])([CH3:20])[CH3:19])([CH3:17])[CH3:16])[C@H:12]([N:22]2[CH:27]=[CH:26][C:25](=[O:28])[N:24]([CH2:29][C:30]3[CH:35]=[CH:34][C:33]([O:36][CH3:37])=[CH:32][CH:31]=3)[C:23]2=[O:38])[O:11][CH:10]1[C@H:39]([OH:79])[C@H:40]([NH:48][C:49](=[O:78])[CH2:50][CH2:51][CH2:52][CH2:53][CH2:54][CH2:55][CH2:56][CH2:57][CH2:58][CH2:59][NH:60]C(OCC1C2C=CC=CC=2C2C1=CC=CC=2)=O)[C:41]([O:43][C:44]([CH3:47])([CH3:46])[CH3:45])=[O:42])([C:4]([CH3:7])([CH3:6])[CH3:5])([CH3:3])[CH3:2].N1CCCCC1. (4) Given the product [CH3:8][O:9][C:4](=[O:5])/[CH:3]=[CH:2]\[C:1]([OH:6])=[O:7], predict the reactants needed to synthesize it. The reactants are: [C:1]1(=[O:7])[O:6][C:4](=[O:5])[CH:3]=[CH:2]1.[CH3:8][OH:9]. (5) Given the product [Cl:23][C:24]1[C:25]([Cl:31])=[CH:26][CH:27]=[CH:28][C:29]=1[O:20][C@@H:13]([CH:14]1[CH2:15][CH2:16][O:17][CH2:18][CH2:19]1)[C@@H:10]1[CH2:11][CH2:12][NH:8][CH2:9]1, predict the reactants needed to synthesize it. The reactants are: C(OC([N:8]1[CH2:12][CH2:11][C@@H:10]([C@@H:13]([OH:20])[CH:14]2[CH2:19][CH2:18][O:17][CH2:16][CH2:15]2)[CH2:9]1)=O)(C)(C)C.[H-].[Na+].[Cl:23][C:24]1[CH:29]=[CH:28][CH:27]=[C:26](F)[C:25]=1[Cl:31]. (6) Given the product [F:1][CH:2]([F:12])[C:3]1[CH:4]=[C:5]([CH:9]([NH:19][S@@:17]([C:14]([CH3:16])([CH3:15])[CH3:13])=[O:18])[CH3:10])[CH:6]=[CH:7][CH:8]=1, predict the reactants needed to synthesize it. The reactants are: [F:1][CH:2]([F:12])[C:3]1[CH:4]=[C:5]([C:9](=O)[CH3:10])[CH:6]=[CH:7][CH:8]=1.[CH3:13][C:14]([S@:17]([NH2:19])=[O:18])([CH3:16])[CH3:15].